From a dataset of Full USPTO retrosynthesis dataset with 1.9M reactions from patents (1976-2016). Predict the reactants needed to synthesize the given product. (1) The reactants are: CN(C=O)C.C(Cl)(=O)C([Cl:9])=O.O[C:13]1[C:22]2[C:17](=[CH:18][C:19]([O:27][CH3:28])=[C:20]([O:23][C:24](=[O:26])[CH3:25])[CH:21]=2)[N:16]=[CH:15][N:14]=1. Given the product [Cl:9][C:13]1[C:22]2[C:17](=[CH:18][C:19]([O:27][CH3:28])=[C:20]([O:23][C:24](=[O:26])[CH3:25])[CH:21]=2)[N:16]=[CH:15][N:14]=1, predict the reactants needed to synthesize it. (2) Given the product [NH2:1][C:2]1[N:10]=[CH:9][CH:8]=[CH:7][C:3]=1[C:4]([NH:24][CH2:23][C:22]1[CH:25]=[CH:26][C:19]([O:18][CH2:11][C:12]2[CH:17]=[CH:16][CH:15]=[CH:14][CH:13]=2)=[C:20]([O:27][CH2:28][O:29][CH3:30])[CH:21]=1)=[O:6], predict the reactants needed to synthesize it. The reactants are: [NH2:1][C:2]1[N:10]=[CH:9][CH:8]=[CH:7][C:3]=1[C:4]([OH:6])=O.[CH2:11]([O:18][C:19]1[CH:26]=[CH:25][C:22]([CH2:23][NH2:24])=[CH:21][C:20]=1[O:27][CH2:28][O:29][CH3:30])[C:12]1[CH:17]=[CH:16][CH:15]=[CH:14][CH:13]=1.F[P-](F)(F)(F)(F)F.N1([P+](N(C)C)(N(C)C)N(C)C)C2C=CC=CC=2N=N1.C(N(CC)CC)C.